Dataset: Forward reaction prediction with 1.9M reactions from USPTO patents (1976-2016). Task: Predict the product of the given reaction. (1) Given the reactants [CH3:1][C:2]1[CH:21]=[CH:20][C:5]([C:6]([NH:8][C:9]2[S:10][C:11]3[CH:17]=[CH:16][CH:15]=[C:14]([O:18][CH3:19])[C:12]=3[N:13]=2)=[O:7])=[CH:4][CH:3]=1.C(=O)([O-])[O-].[K+].[K+].Br[CH2:29][C:30]([O:32][CH2:33][CH3:34])=[O:31], predict the reaction product. The product is: [CH3:1][C:2]1[CH:3]=[CH:4][C:5]([C:6]([N:8]=[C:9]2[N:13]([CH2:29][C:30]([O:32][CH2:33][CH3:34])=[O:31])[C:12]3[C:14]([O:18][CH3:19])=[CH:15][CH:16]=[CH:17][C:11]=3[S:10]2)=[O:7])=[CH:20][CH:21]=1. (2) Given the reactants [CH2:1]([O:3][C:4](=[O:30])[CH:5]([NH2:29])[CH2:6][C:7]1[C:15]2[C:10](=[CH:11][CH:12]=[C:13]([C:16]3[CH:21]=[CH:20][C:19]([O:22][C:23]4[CH:28]=[CH:27][CH:26]=[CH:25][CH:24]=4)=[CH:18][CH:17]=3)[CH:14]=2)[NH:9][CH:8]=1)[CH3:2].[BH4-].[Na+], predict the reaction product. The product is: [CH3:2][CH2:1][O:3][C:4]([CH3:5])=[O:30].[CH3:1][OH:3].[NH4+:9].[OH-:3].[NH2:29][CH:5]([CH2:6][C:7]1[C:15]2[C:10](=[CH:11][CH:12]=[C:13]([C:16]3[CH:21]=[CH:20][C:19]([O:22][C:23]4[CH:28]=[CH:27][CH:26]=[CH:25][CH:24]=4)=[CH:18][CH:17]=3)[CH:14]=2)[NH:9][CH:8]=1)[CH2:4][OH:3]. (3) Given the reactants [Cl:1][CH2:2][CH2:3][CH2:4][CH2:5][CH2:6][CH2:7][CH2:8][CH2:9][CH:10]=[CH2:11].[C:12]([O:16][CH3:17])(=[O:15])C=C, predict the reaction product. The product is: [Cl:1][CH2:2][CH2:3][CH2:4][CH2:5][CH2:6][CH2:7][CH2:8][CH2:9]/[CH:10]=[CH:11]/[C:12]([O:16][CH3:17])=[O:15]. (4) Given the reactants [NH2:1][C@:2]12[CH2:37][CH2:36][C@@H:35]([C:38]([CH3:40])=[CH2:39])[C@@H:3]1[C@@H:4]1[C@@:17]([CH3:20])([CH2:18][CH2:19]2)[C@@:16]2([CH3:21])[C@@H:7]([C@:8]3([CH3:34])[C@@H:13]([CH2:14][CH2:15]2)[C:12]([CH3:23])([CH3:22])[C:11]([C:24]2[CH:33]=[CH:32][C:27]([C:28]([O:30]C)=[O:29])=[CH:26][CH:25]=2)=[CH:10][CH2:9]3)[CH2:6][CH2:5]1.FC1C=C(CN[C@]23CC[C@@H](C(C)=C)[C@@H]2[C@@H]2[C@@](C)(CC3)[C@@]3(C)[C@@H]([C@]4(C)[C@@H](CC3)C(C)(C)C(C3C=CC(C(O)=O)=CC=3)=CC4)CC2)C=CN=1.[F:88][C:89]1[CH:90]=[CH:91][C:92]([CH:95]=O)=[N:93][CH:94]=1, predict the reaction product. The product is: [F:88][C:89]1[CH:90]=[CH:91][C:92]([CH2:95][NH:1][C@:2]23[CH2:37][CH2:36][C@@H:35]([C:38]([CH3:40])=[CH2:39])[C@@H:3]2[C@@H:4]2[C@@:17]([CH3:20])([CH2:18][CH2:19]3)[C@@:16]3([CH3:21])[C@@H:7]([C@:8]4([CH3:34])[C@@H:13]([CH2:14][CH2:15]3)[C:12]([CH3:23])([CH3:22])[C:11]([C:24]3[CH:33]=[CH:32][C:27]([C:28]([OH:30])=[O:29])=[CH:26][CH:25]=3)=[CH:10][CH2:9]4)[CH2:6][CH2:5]2)=[N:93][CH:94]=1. (5) The product is: [CH3:28][N:26]([CH3:27])[C:17]1([C:20]2[CH:21]=[CH:22][CH:23]=[CH:24][CH:25]=2)[CH2:18][CH2:19][CH:14]([CH2:13][NH:12][C:11]([N:42]2[CH2:43][CH2:44][CH2:45][CH:40]([C:34]3[C:33]4[C:37](=[CH:38][CH:39]=[C:31]([F:30])[CH:32]=4)[NH:36][CH:35]=3)[CH2:41]2)=[O:29])[CH2:15][CH2:16]1. Given the reactants [N+](C1C=CC(O[C:11](=[O:29])[NH:12][CH2:13][CH:14]2[CH2:19][CH2:18][C:17]([N:26]([CH3:28])[CH3:27])([C:20]3[CH:25]=[CH:24][CH:23]=[CH:22][CH:21]=3)[CH2:16][CH2:15]2)=CC=1)([O-])=O.[F:30][C:31]1[CH:32]=[C:33]2[C:37](=[CH:38][CH:39]=1)[NH:36][CH:35]=[C:34]2[CH:40]1[CH2:45][CH2:44][CH2:43][NH:42][CH2:41]1, predict the reaction product. (6) Given the reactants [Cl:1][C:2]1[CH:27]=[CH:26][C:5]2[N:6]3[C:10]([CH2:11][NH:12][CH2:13][C:4]=2[CH:3]=1)=[N:9][N:8]=[C:7]3[CH:14]1[CH2:19][CH2:18][N:17]([C:20]2[CH:25]=[CH:24][CH:23]=[CH:22][N:21]=2)[CH2:16][CH2:15]1.Br[CH2:29][C:30]([O:32][CH3:33])=[O:31].C(=O)([O-])[O-].[K+].[K+], predict the reaction product. The product is: [CH3:33][O:32][C:30](=[O:31])[CH2:29][N:12]1[CH2:11][C:10]2[N:6]([C:7]([CH:14]3[CH2:15][CH2:16][N:17]([C:20]4[CH:25]=[CH:24][CH:23]=[CH:22][N:21]=4)[CH2:18][CH2:19]3)=[N:8][N:9]=2)[C:5]2[CH:26]=[CH:27][C:2]([Cl:1])=[CH:3][C:4]=2[CH2:13]1. (7) The product is: [CH3:12][N:10]1[CH:11]=[C:7]([C:1]2[CH:2]=[CH:3][CH:4]=[CH:5][CH:6]=2)[N:8]=[CH:9]1. Given the reactants [C:1]1([C:7]2[N:8]=[CH:9][NH:10][CH:11]=2)[CH:6]=[CH:5][CH:4]=[CH:3][CH:2]=1.[C:12](=O)([O-])[O-].[Cs+].[Cs+].IC, predict the reaction product. (8) Given the reactants [C:1]([Mg]Br)([CH3:3])=[CH2:2].[C:6]([O:10][C:11]([N:13]1[CH2:18][CH2:17][N:16]([C:19]2[CH:24]=[CH:23][C:22]([N+]([O-])=O)=[CH:21][CH:20]=2)[CH2:15][CH2:14]1)=[O:12])([CH3:9])([CH3:8])[CH3:7].[Cl-].[NH4+:29], predict the reaction product. The product is: [C:6]([O:10][C:11]([N:13]1[CH2:18][CH2:17][N:16]([C:19]2[CH:24]=[CH:23][CH:22]=[C:21]3[C:20]=2[NH:29][C:1]([CH3:3])=[CH:2]3)[CH2:15][CH2:14]1)=[O:12])([CH3:9])([CH3:8])[CH3:7]. (9) The product is: [CH2:34]([O:29][C:28](=[O:30])[C:27]1[CH:26]=[CH:25][C:24]([NH:23][C:21]([C:18]2[CH:19]=[CH:20][C:15]3[O:14][CH2:13][CH2:12][N:11]([S:8]([C:4]4[CH:5]=[CH:6][CH:7]=[C:2]([Cl:1])[CH:3]=4)(=[O:10])=[O:9])[C:16]=3[CH:17]=2)=[O:22])=[CH:32][CH:31]=1)[CH3:39]. Given the reactants [Cl:1][C:2]1[CH:3]=[C:4]([S:8]([N:11]2[C:16]3[CH:17]=[C:18]([C:21]([NH:23][C:24]4[CH:32]=[CH:31][C:27]([C:28]([OH:30])=[O:29])=[CH:26][CH:25]=4)=[O:22])[CH:19]=[CH:20][C:15]=3[O:14][CH2:13][CH2:12]2)(=[O:10])=[O:9])[CH:5]=[CH:6][CH:7]=1.Cl[C:34]1C=C(S(Cl)(=O)=O)C=C[CH:39]=1, predict the reaction product.